This data is from Experimentally validated miRNA-target interactions with 360,000+ pairs, plus equal number of negative samples. The task is: Binary Classification. Given a miRNA mature sequence and a target amino acid sequence, predict their likelihood of interaction. (1) The miRNA is hsa-miR-149-5p with sequence UCUGGCUCCGUGUCUUCACUCCC. The protein sequence of the target gene is MIIYRDLISHDEMFSDIYKIREIADGLCLEVEGKMVSRTEGNIDDSLIGGNASAEGPEGEGTESTVITGVDIVMNHHLQETSFTKEAYKKYIKDYMKSIKGKLEEQRPERVKPFMTGAAEQIKHILANFKNYQFFIGENMNPDGMVALLDYREDGVTPYMIFFKDGLEMEKC. Result: 0 (no interaction). (2) Result: 0 (no interaction). The miRNA is mmu-miR-27b-3p with sequence UUCACAGUGGCUAAGUUCUGC. The protein sequence of the target gene is MRRSKADVERYIASVQGSTPSPRQKSMKGFYFAKLYYEAKEYDLAKKYICTYINVQERDPKAHRFLGLLYELEENTDKAVECYRRSVELNPTQKDLVLKIAELLCKNDVTDGRAKYWLERAAKLFPGSPAIYKLKEQLLDCEGEDGWNKLFDLIQSELYVRPDDVHVNIRLVEVYRSTKRLKDAVAHCHEAERNIALRSSLEWNSCVVQTLKEYLESLQCLESDKSDWRATNTDLLLAYANLMLLTLSTRDVQESRELLQSFDSALQSVKSLGGNDELSATFLEMKGHFYMHAGSLLLKM.... (3) The miRNA is mmu-miR-879-3p with sequence GCUUAUGGCUUCAAGCUUUCGG. The protein sequence of the target gene is MTTVVVHVDSKAELTTLLEQWEKEHGSGQDMVPILTRMSQLIEKETEEYRKGDPDPFDDRHPGRADPECMLGHLLRILFKNDDFMNALVNAYVMTSREPPLNTAACRLLLDIMPGLETAVVFQEKEGIVENLFKWAREADQPLRTYSTGLLGGAMENQDIAANYRDENSQLVAIVLRRLRELQLQEVALRQENKRPSPRKLSSEPLLPLDEEAVDMDYGDMAVDVVDGDQEEASGDMEISFHLDSGHKTSSRVNSTTKPEDGGLKKNKSAKQGDRENFRKAKQKLGFSSSDPDRMFVELS.... Result: 0 (no interaction). (4) The miRNA is mmu-miR-487b-3p with sequence AAUCGUACAGGGUCAUCCACUU. The protein sequence of the target gene is MSFVRVNRCGPRVGVRKTPKVKKKKTSVKQEWDNTVTDLTVHRATPEDLVRRHEIHKSKNRALVHWELQEKALKRKWRKQKPETLNLEKRRLSIMKEILSDQYQMQDVLEKSDHLIAAAKELFPRRRTGFPNVTVAPDSSQGPIVVNQDPITQSIFNESVIEPQALNDVDGEEEGTVNSQSGESENENELDNSLNSQSNTNTDRFLQQLTEENFELISKLWTDIQQKIATQSQITPPGTPSSALSSGEQRAALNATNAVKRLQTRLQPEESTETLDSSYVVGHVLNSRKQKQLLNKVKRK.... Result: 0 (no interaction).